Task: Binary Classification. Given a miRNA mature sequence and a target amino acid sequence, predict their likelihood of interaction.. Dataset: Experimentally validated miRNA-target interactions with 360,000+ pairs, plus equal number of negative samples The miRNA is hsa-miR-578 with sequence CUUCUUGUGCUCUAGGAUUGU. The protein sequence of the target gene is MVLESVVADLLNRFLGDYVENLNKSQLKLGIWGGNVALDNLQIKENALSELDVPFKVKAGQIDKLTLKIPWKNLYGEAVVATLEGLYLLVVPGASIKYDAVKEEKSLQDVKQKELSRIEEALQKAAEKGTHSGEFIYGLENFVYKDIKPGRKRKKHKKHFKKPFKGLDRSKDKPKEAKKDTFVEKLATQVIKNVQVKITDIHIKYEDDVTDPKRPLSFGVTLGELSLLTANEHWTPCILNEADKIIYKLIRLDSLSAYWNVNCSMSYQRSREQILDQLKNEILTSGNIPPNYQYIFQPIS.... Result: 0 (no interaction).